Dataset: Reaction yield outcomes from USPTO patents with 853,638 reactions. Task: Predict the reaction yield, written as a fraction of the theoretical maximum amount of product (1.0 means a 100% yield; for example, 0.34 means a 34% yield). (1) The reactants are [CH2:1]([O:3][C:4]([C:6]1[S:7][C:8]2[C:14](=O)[CH2:13][CH2:12][CH2:11][C:9]=2[N:10]=1)=[O:5])[CH3:2].[CH3:16]N(C=O)C.CC(N(C)C)=O.Cl.[NH:28]([C:32]1[CH:33]=[C:34]([S:38]([NH2:41])(=[O:40])=[O:39])[CH:35]=[CH:36][CH:37]=1)[C:29]([NH2:31])=[NH:30].C(=O)([O-])[O-].[K+].[K+]. The catalyst is O. The product is [CH2:1]([O:3][C:4]([C:6]1[S:7][C:8]2[C:14]3[N:31]=[C:29]([NH:28][C:32]4[CH:37]=[CH:36][CH:35]=[C:34]([S:38](=[O:39])(=[O:40])[NH2:41])[CH:33]=4)[N:30]=[CH:16][C:13]=3[CH2:12][CH2:11][C:9]=2[N:10]=1)=[O:5])[CH3:2]. The yield is 0.240. (2) The reactants are [C:1]([O:5][C:6](=[O:23])[N:7]([C:16]1[CH:21]=[CH:20][C:19](Br)=[CH:18][CH:17]=1)[CH2:8][CH2:9][N:10]1[CH2:15][CH2:14][CH2:13][CH2:12][CH2:11]1)([CH3:4])([CH3:3])[CH3:2].C([Li])CCC.F[C:30]1[CH:35]=[C:34]([F:36])[CH:33]=[CH:32][C:31]=1[C:37]1[CH:46]=[CH:45][C:44]2[C:39](=[CH:40][CH:41]=[C:42]([O:47][CH3:48])[CH:43]=2)[C:38]=1[CH:49]=[O:50]. The catalyst is O1CCCC1.ClCCl.[Cl-].[NH4+]. The product is [C:1]([O:5][C:6](=[O:23])[N:7]([C:16]1[CH:21]=[CH:20][C:19]([CH:49]2[O:50][C:30]3[C:31](=[CH:32][CH:33]=[C:34]([F:36])[CH:35]=3)[C:37]3[C:38]2=[C:39]2[C:44](=[CH:45][CH:46]=3)[CH:43]=[C:42]([O:47][CH3:48])[CH:41]=[CH:40]2)=[CH:18][CH:17]=1)[CH2:8][CH2:9][N:10]1[CH2:15][CH2:14][CH2:13][CH2:12][CH2:11]1)([CH3:4])([CH3:3])[CH3:2]. The yield is 0.920. (3) The reactants are [O-]CC.[Na+].[C:5]([O:12][CH2:13][CH3:14])(=[O:11])[C:6]([O:8]CC)=O.[F:15][C:16]1[CH:17]=[C:18]([C:22](=[O:24])[CH3:23])[CH:19]=[CH:20][CH:21]=1. The catalyst is C(O)C. The product is [F:15][C:16]1[CH:17]=[C:18]([C:22](=[O:24])[CH2:23][C:6](=[O:8])[C:5]([O:12][CH2:13][CH3:14])=[O:11])[CH:19]=[CH:20][CH:21]=1. The yield is 0.730. (4) The reactants are C(OC(=O)[NH:7][C@H:8]([C:10]1[N:14]([C:15]2[CH:20]=[CH:19][CH:18]=[CH:17][CH:16]=2)[C:13]2[CH:21]=[CH:22][CH:23]=[C:24]([CH3:25])[C:12]=2[N:11]=1)[CH3:9])(C)(C)C.C(O)(C(F)(F)F)=O. The catalyst is C(Cl)Cl. The product is [CH3:25][C:24]1[C:12]2[N:11]=[C:10]([C@@H:8]([NH2:7])[CH3:9])[N:14]([C:15]3[CH:20]=[CH:19][CH:18]=[CH:17][CH:16]=3)[C:13]=2[CH:21]=[CH:22][CH:23]=1. The yield is 0.820. (5) The reactants are [Br:1][C:2]1[CH:3]=[CH:4][C:5]([NH:8][C:9]([O:11][C:12]([CH3:15])([CH3:14])[CH3:13])=[O:10])=[N:6][CH:7]=1.[H-].[Na+].Br[CH2:19][C:20]([O:22][CH3:23])=[O:21]. The catalyst is CN(C=O)C. The product is [Br:1][C:2]1[CH:3]=[CH:4][C:5]([N:8]([C:9]([O:11][C:12]([CH3:15])([CH3:14])[CH3:13])=[O:10])[CH2:19][C:20]([O:22][CH3:23])=[O:21])=[N:6][CH:7]=1. The yield is 0.500.